Dataset: Full USPTO retrosynthesis dataset with 1.9M reactions from patents (1976-2016). Task: Predict the reactants needed to synthesize the given product. (1) Given the product [F:1][C:2]([F:32])([F:31])[C:3]1[CH:4]=[C:5]([C@H:13]([O:15][C@@H:16]2[C@@H:17]([C:24]3[CH:25]=[CH:26][C:27]([F:30])=[CH:28][CH:29]=3)[CH2:18][N:19]3[C:33]([CH3:34])=[N:36][N:37]=[C:20]3[CH2:21]2)[CH3:14])[CH:6]=[C:7]([C:9]([F:11])([F:12])[F:10])[CH:8]=1, predict the reactants needed to synthesize it. The reactants are: [F:1][C:2]([F:32])([F:31])[C:3]1[CH:4]=[C:5]([C@H:13]([O:15][C@H:16]2[CH2:21][C:20](OC)=[N:19][CH2:18][C@@H:17]2[C:24]2[CH:29]=[CH:28][C:27]([F:30])=[CH:26][CH:25]=2)[CH3:14])[CH:6]=[C:7]([C:9]([F:12])([F:11])[F:10])[CH:8]=1.[C:33]([NH:36][NH2:37])(=O)[CH3:34]. (2) Given the product [O:1]1[C:5]([C:6]2[CH:11]=[CH:10][CH:9]=[CH:8][C:7]=2[NH2:12])=[CH:4][N:3]=[CH:2]1, predict the reactants needed to synthesize it. The reactants are: [O:1]1[C:5]([C:6]2[CH:11]=[CH:10][CH:9]=[CH:8][C:7]=2[N+:12]([O-])=O)=[CH:4][N:3]=[CH:2]1.[H][H]. (3) Given the product [Br:1][C:2]1[CH:3]=[CH:4][C:5]([C:8]2([O:10][CH:11]([CH3:13])[CH3:12])[CH2:14][CH2:9]2)=[CH:6][CH:7]=1, predict the reactants needed to synthesize it. The reactants are: [Br:1][C:2]1[CH:7]=[CH:6][C:5]([C:8]([O:10][CH:11]([CH3:13])[CH3:12])=[CH2:9])=[CH:4][CH:3]=1.[CH2:14](I)I.